From a dataset of Full USPTO retrosynthesis dataset with 1.9M reactions from patents (1976-2016). Predict the reactants needed to synthesize the given product. (1) Given the product [NH2:18][C:17]1[C:12]([N:11]([CH2:10][CH2:9][O:8][CH2:1][C:2]2[CH:3]=[CH:4][CH:5]=[CH:6][CH:7]=2)[CH2:30][CH2:31][O:32][Si:33]([C:36]([CH3:39])([CH3:38])[CH3:37])([CH3:35])[CH3:34])=[N:13][C:14]([C:28]#[N:29])=[N:15][C:16]=1[N:21]([CH:23]1[CH2:27][CH2:26][CH2:25][CH2:24]1)[CH3:22], predict the reactants needed to synthesize it. The reactants are: [CH2:1]([O:8][CH2:9][CH2:10][N:11]([CH2:30][CH2:31][O:32][Si:33]([C:36]([CH3:39])([CH3:38])[CH3:37])([CH3:35])[CH3:34])[C:12]1[C:17]([N+:18]([O-])=O)=[C:16]([N:21]([CH:23]2[CH2:27][CH2:26][CH2:25][CH2:24]2)[CH3:22])[N:15]=[C:14]([C:28]#[N:29])[N:13]=1)[C:2]1[CH:7]=[CH:6][CH:5]=[CH:4][CH:3]=1. (2) Given the product [CH2:17]([O:16][C:14](=[O:15])[CH2:13][O:10][CH2:9][CH2:8][O:1][C:2]1[CH:7]=[CH:6][CH:5]=[CH:4][CH:3]=1)[CH3:18], predict the reactants needed to synthesize it. The reactants are: [O:1]([CH2:8][CH2:9][OH:10])[C:2]1[CH:7]=[CH:6][CH:5]=[CH:4][CH:3]=1.[N+](=[CH:13][C:14]([O:16][CH2:17][CH3:18])=[O:15])=[N-]. (3) Given the product [CH2:1]([O:3][C:4](=[O:30])[CH:5]([C:11]1[C:20]([O:21][CH2:22][C:23]2[CH:28]=[CH:27][CH:26]=[CH:25][CH:24]=2)=[C:19]([CH:37]2[CH2:39][CH2:38]2)[CH:18]=[C:17]2[C:12]=1[CH:13]=[CH:14][CH:15]=[N:16]2)[O:6][C:7]([CH3:10])([CH3:9])[CH3:8])[CH3:2], predict the reactants needed to synthesize it. The reactants are: [CH2:1]([O:3][C:4](=[O:30])[CH:5]([C:11]1[C:20]([O:21][CH2:22][C:23]2[CH:28]=[CH:27][CH:26]=[CH:25][CH:24]=2)=[C:19](Cl)[CH:18]=[C:17]2[C:12]=1[CH:13]=[CH:14][CH:15]=[N:16]2)[O:6][C:7]([CH3:10])([CH3:9])[CH3:8])[CH3:2].C(=O)([O-])[O-].[K+].[K+].[CH:37]1([B-](F)(F)F)[CH2:39][CH2:38]1.[K+]. (4) The reactants are: [NH2:1][N:2]1[CH2:10][C:9]2[C:4](=[C:5]([N+:11]([O-:13])=[O:12])[CH:6]=[CH:7][CH:8]=2)[C:3]1=[O:14].[CH2:15]([O:22][CH2:23][C:24](Cl)=[O:25])[C:16]1[CH:21]=[CH:20][CH:19]=[CH:18][CH:17]=1.C(N(C(C)C)C(C)C)C.Cl. Given the product [CH2:15]([O:22][CH2:23][C:24]([NH:1][N:2]1[CH2:10][C:9]2[C:4](=[C:5]([N+:11]([O-:13])=[O:12])[CH:6]=[CH:7][CH:8]=2)[C:3]1=[O:14])=[O:25])[C:16]1[CH:21]=[CH:20][CH:19]=[CH:18][CH:17]=1, predict the reactants needed to synthesize it. (5) Given the product [C:49]1([CH3:52])[CH:48]=[CH:47][C:46]([N:45]([C:42]2[CH:43]=[CH:44][C:39]([CH3:53])=[CH:40][CH:41]=2)[C:2]2[CH:26]=[CH:25][C:24]3([C:38]4[CH:37]=[CH:36][CH:35]=[CH:34][C:33]=4[C:32]4[C:27]3=[CH:28][CH:29]=[CH:30][CH:31]=4)[C:23]3[C:3]=2[CH:4]=[C:5]2[CH:22]=[C:21]4[C:8]([C:9]5[C:14]([C:15]6[C:20]4=[CH:19][CH:18]=[CH:17][CH:16]=6)=[CH:13][CH:12]=[CH:11][CH:10]=5)=[CH:7][C:6]2=3)=[CH:51][CH:50]=1, predict the reactants needed to synthesize it. The reactants are: Br[C:2]1[CH:26]=[CH:25][C:24]2([C:38]3[CH:37]=[CH:36][CH:35]=[CH:34][C:33]=3[C:32]3[C:27]2=[CH:28][CH:29]=[CH:30][CH:31]=3)[C:23]2[C:3]=1[CH:4]=[C:5]1[CH:22]=[C:21]3[C:8]([C:9]4[C:14]([C:15]5[C:20]3=[CH:19][CH:18]=[CH:17][CH:16]=5)=[CH:13][CH:12]=[CH:11][CH:10]=4)=[CH:7][C:6]1=2.[C:39]1([CH3:53])[CH:44]=[CH:43][C:42]([NH:45][C:46]2[CH:51]=[CH:50][C:49]([CH3:52])=[CH:48][CH:47]=2)=[CH:41][CH:40]=1.CC(C)([O-])C.[Na+]. (6) Given the product [Br:9][C:6]1[CH:5]=[CH:4][N:3]=[C:2]2[NH:1][C:16]([C:14]3[CH:13]=[N:12][N:11]([CH3:10])[CH:15]=3)=[N:8][C:7]=12, predict the reactants needed to synthesize it. The reactants are: [NH2:1][C:2]1[C:7]([NH2:8])=[C:6]([Br:9])[CH:5]=[CH:4][N:3]=1.[CH3:10][N:11]1[CH:15]=[C:14]([CH:16]=O)[CH:13]=[N:12]1.CN(C=O)C.O.C1(C)C=CC(S(O)(=O)=O)=CC=1. (7) Given the product [OH:15][CH2:14][C@H:11]1[CH2:12][CH2:13][N:9]([C:24]([O:26][C:27]([CH3:28])([CH3:29])[CH3:30])=[O:25])[CH2:10]1, predict the reactants needed to synthesize it. The reactants are: C1([C@@H]([N:9]2[CH2:13][CH2:12][C@H:11]([CH2:14][OH:15])[CH2:10]2)C)C=CC=CC=1.[CH3:28][C:27]([O:26][C:24](O[C:24]([O:26][C:27]([CH3:30])([CH3:29])[CH3:28])=[O:25])=[O:25])([CH3:30])[CH3:29]. (8) Given the product [Cl:43][C:14]1[N:13]=[C:12]([C@@H:18]([NH:28][C:29](=[O:34])[C:30]([F:33])([F:32])[F:31])[CH2:19][C:20]2[CH:25]=[C:24]([F:26])[CH:23]=[C:22]([F:27])[CH:21]=2)[C:11]([C:8]2[CH:9]=[CH:10][C:2]([Cl:1])=[C:3]3[C:7]=2[N:6]([CH3:35])[N:5]=[C:4]3[NH:36][S:37]([CH3:40])(=[O:38])=[O:39])=[CH:16][CH:15]=1, predict the reactants needed to synthesize it. The reactants are: [Cl:1][C:2]1[CH:10]=[CH:9][C:8]([C:11]2[C:12]([C@@H:18]([NH:28][C:29](=[O:34])[C:30]([F:33])([F:32])[F:31])[CH2:19][C:20]3[CH:25]=[C:24]([F:26])[CH:23]=[C:22]([F:27])[CH:21]=3)=[N+:13]([O-])[CH:14]=[CH:15][CH:16]=2)=[C:7]2[C:3]=1[C:4]([NH:36][S:37]([CH3:40])(=[O:39])=[O:38])=[N:5][N:6]2[CH3:35].O=P(Cl)(Cl)[Cl:43]. (9) Given the product [CH3:20][C:17]1([CH3:21])[CH2:18][NH:19][C:3](=[CH:4][C:5]([C:7]2[CH:12]=[CH:11][CH:10]=[CH:9][CH:8]=2)=[O:6])[NH:15][CH2:16]1, predict the reactants needed to synthesize it. The reactants are: CS[C:3](SC)=[CH:4][C:5]([C:7]1[CH:12]=[CH:11][CH:10]=[CH:9][CH:8]=1)=[O:6].[NH2:15][CH2:16][C:17]([CH3:21])([CH3:20])[CH2:18][NH2:19]. (10) Given the product [Cl:12][C:13]1[CH:18]=[CH:17][CH:16]=[C:15]([Cl:19])[C:14]=1[N:20]1[CH:31]=[CH:30][C:23]2[N:24]=[C:25]([NH:55][C:52]3[CH:53]=[N:54][C:49]([N:46]4[CH2:47][CH2:48][N:43]([CH3:42])[CH2:44][CH2:45]4)=[CH:50][CH:51]=3)[N:26]=[CH:27][C:22]=2[C:21]1=[O:32], predict the reactants needed to synthesize it. The reactants are: C1C=C(Cl)C=C(C(OO)=O)C=1.[Cl:12][C:13]1[CH:18]=[CH:17][CH:16]=[C:15]([Cl:19])[C:14]=1[N:20]1[CH:31]=[CH:30][C:23]2[N:24]=[C:25](SC)[N:26]=[CH:27][C:22]=2[C:21]1=[O:32].CCN(C(C)C)C(C)C.[CH3:42][N:43]1[CH2:48][CH2:47][N:46]([C:49]2[N:54]=[CH:53][C:52]([NH2:55])=[CH:51][CH:50]=2)[CH2:45][CH2:44]1.